Dataset: Experimentally validated miRNA-target interactions with 360,000+ pairs, plus equal number of negative samples. Task: Binary Classification. Given a miRNA mature sequence and a target amino acid sequence, predict their likelihood of interaction. (1) The miRNA is hsa-miR-6865-3p with sequence ACACCCUCUUUCCCUACCGCC. The protein sequence of the target gene is MTSVTRSEIIDEKGPVMSKTHDHQLESSLSPVEVFAKTSASLEMNQGVSEERIHLGSSPKKGGNCDLSHQERLQSKSLHLSPQEQSASYQDRRQSWRRASMKETNRRKSLHPIHQGITELSRSISVDLAESKRLGCLLLSSFQFSIQKLEPFLRDTKGFSLESFRAKASSLSEELKHFADGLETDGTLQKCFEDSNGKASDFSLEASVAEMKEYITKFSLERQTWDQLLLHYQQEAKEILSRGSTEAKITEVKVEPMTYLGSSQNEVLNTKPDYQKILQNQSKVFDCMELVMDELQGSVK.... Result: 1 (interaction). (2) The miRNA is hsa-miR-542-5p with sequence UCGGGGAUCAUCAUGUCACGAGA. The protein sequence of the target gene is MFATSGAVAAGKPYSCSECGKSFCYSSVLLRHERAHGGDGRFRCLECGERCARAADLRAHRRTHAGQTLYICSECGQSFRHSGRLDLHLGAHRQRCRTCPCRTCGRRFPHLPALLLHRRRQHLPERPRRCPLCARTFRQSALLFHQARAHPLGTTSDPAAPPHRCAQCPRAFRSGAGLRSHARIHVSRSPTRPRVSDAHQCGVCGKCFGKSSTLTRHLQTHSGEKPFKCPECGKGFLESATLVRHQRTHTGEKPYACGDCGRCFSESSTLLRHRRSHQGERPHACATCGKGFGQRSDLVV.... Result: 0 (no interaction).